From a dataset of Forward reaction prediction with 1.9M reactions from USPTO patents (1976-2016). Predict the product of the given reaction. (1) Given the reactants [C:1]([O:4][CH2:5][C:6]1[C:7]([N:13]2[N:22]=[CH:21][C:20]3[C:15](=[C:16]([F:27])[CH:17]=[C:18]([C:23]([CH3:26])([CH3:25])[CH3:24])[CH:19]=3)[C:14]2=[O:28])=[N:8][CH:9]=[CH:10][C:11]=1Cl)(=[O:3])[CH3:2].[B:29]1(B2OC(C)(C)C(C)(C)O2)[O:33]C(C)(C)C(C)(C)[O:30]1.CC(C1C=C(C(C)C)C(C2C=CC=CC=2P(C2CCCCC2)C2CCCCC2)=C(C(C)C)C=1)C.C([O-])(=O)C.[K+], predict the reaction product. The product is: [C:1]([O:4][CH2:5][C:6]1[C:7]([N:13]2[N:22]=[CH:21][C:20]3[C:15](=[C:16]([F:27])[CH:17]=[C:18]([C:23]([CH3:26])([CH3:25])[CH3:24])[CH:19]=3)[C:14]2=[O:28])=[N:8][CH:9]=[CH:10][C:11]=1[B:29]([OH:33])[OH:30])(=[O:3])[CH3:2]. (2) Given the reactants [O:1]=[C:2]1[CH2:5][C:4]2([CH2:10][CH2:9][N:8](C(OC(C)(C)C)=O)[CH2:7][CH2:6]2)[CH2:3]1, predict the reaction product. The product is: [CH2:3]1[C:4]2([CH2:10][CH2:9][NH:8][CH2:7][CH2:6]2)[CH2:5][C:2]1=[O:1]. (3) Given the reactants [CH2:1]([C:8]1[CH:9]=[N:10][C:11]2[C:16]([C:17]=1[C:18]1[CH:19]=[C:20]([OH:24])[CH:21]=[CH:22][CH:23]=1)=[CH:15][CH:14]=[CH:13][C:12]=2[C:25]([F:28])([F:27])[F:26])[C:2]1[CH:7]=[CH:6][CH:5]=[CH:4][CH:3]=1.Cl[C:30]1[N:31]=[CH:32][C:33]([C:36]([O:38][CH3:39])=[O:37])=[N:34][CH:35]=1.C(=O)([O-])[O-].[Cs+].[Cs+], predict the reaction product. The product is: [CH3:39][O:38][C:36]([C:33]1[CH:32]=[N:31][C:30]([O:24][C:20]2[CH:21]=[CH:22][CH:23]=[C:18]([C:17]3[C:16]4[C:11](=[C:12]([C:25]([F:28])([F:26])[F:27])[CH:13]=[CH:14][CH:15]=4)[N:10]=[CH:9][C:8]=3[CH2:1][C:2]3[CH:3]=[CH:4][CH:5]=[CH:6][CH:7]=3)[CH:19]=2)=[CH:35][N:34]=1)=[O:37]. (4) Given the reactants [CH3:1][N:2]1[CH:6]=[C:5]([N:7]2[CH:12]=[CH:11][C:10](=[O:13])[C:9]([CH:14]([C:16]3[CH:17]=[C:18]([C:22]4[N:27]=[CH:26][C:25]([O:28][CH:29]5[CH2:34][CH2:33][N:32](C(OC(C)(C)C)=O)[CH2:31][CH2:30]5)=[CH:24][N:23]=4)[CH:19]=[CH:20][CH:21]=3)[CH3:15])=[N:8]2)[CH:4]=[N:3]1.C(O)(C(F)(F)F)=O, predict the reaction product. The product is: [CH3:1][N:2]1[CH:6]=[C:5]([N:7]2[CH:12]=[CH:11][C:10](=[O:13])[C:9]([CH:14]([C:16]3[CH:21]=[CH:20][CH:19]=[C:18]([C:22]4[N:23]=[CH:24][C:25]([O:28][CH:29]5[CH2:34][CH2:33][NH:32][CH2:31][CH2:30]5)=[CH:26][N:27]=4)[CH:17]=3)[CH3:15])=[N:8]2)[CH:4]=[N:3]1. (5) The product is: [CH3:1][C@H:2]1[C@@H:7]([N:8]([C:10]2[N:18]=[CH:17][N:16]=[C:15]3[C:11]=2[CH:12]=[CH:13][NH:14]3)[CH3:9])[CH2:6][N:5]([C:19]([CH2:21][C:22]#[N:23])=[O:20])[CH2:4][CH2:3]1.[BrH:24]. Given the reactants [CH3:1][C@H:2]1[C@@H:7]([N:8]([C:10]2[N:18]=[CH:17][N:16]=[C:15]3[C:11]=2[CH:12]=[CH:13][NH:14]3)[CH3:9])[CH2:6][N:5]([C:19]([CH2:21][C:22]#[N:23])=[O:20])[CH2:4][CH2:3]1.[BrH:24], predict the reaction product.